Dataset: Full USPTO retrosynthesis dataset with 1.9M reactions from patents (1976-2016). Task: Predict the reactants needed to synthesize the given product. (1) Given the product [F:17][C:18]1[CH:46]=[CH:45][CH:44]=[C:43]([F:47])[C:19]=1[CH2:20][N:21]1[C:26]2[CH:27]=[CH:28][CH:29]=[CH:30][C:25]=2[S:24](=[O:32])(=[O:31])[N:23]([CH:3]2[CH2:8][CH2:7][CH2:6][N:5]([CH2:9][CH3:10])[CH2:4]2)[C:22]1=[O:42], predict the reactants needed to synthesize it. The reactants are: Cl.Cl[CH:3]1[CH2:8][CH2:7][CH2:6][N:5]([CH2:9][CH3:10])[CH2:4]1.C([O-])([O-])=O.[K+].[K+].[F:17][C:18]1[CH:46]=[CH:45][CH:44]=[C:43]([F:47])[C:19]=1[CH2:20][N:21]1[C:26]2[CH:27]=[CH:28][CH:29]=[CH:30][C:25]=2[S:24](=[O:32])(=[O:31])[N:23](CCC2C(C)=NOC=2C)[C:22]1=[O:42]. (2) Given the product [OH:1][C:2]1[CH:3]=[C:4]([CH:7]=[CH:8][CH:9]=1)[C:5]([NH2:6])=[S:10], predict the reactants needed to synthesize it. The reactants are: [OH:1][C:2]1[CH:3]=[C:4]([CH:7]=[CH:8][CH:9]=1)[C:5]#[N:6].[S:10]([O-])([O-])=O.[NH4+].[NH4+]. (3) Given the product [NH2:1][C:2]1[CH:44]=[CH:43][C:5]([C:6]([NH:8][CH:9]2[CH2:14][CH:13]([NH:15][C:16]3[N:21]=[C:20]([C:22]4[C:30]5[C:25](=[CH:26][CH:27]=[CH:28][CH:29]=5)[NH:24][CH:23]=4)[C:19]([Cl:40])=[CH:18][N:17]=3)[CH2:12][C:11]([F:42])([F:41])[CH2:10]2)=[O:7])=[CH:4][CH:3]=1, predict the reactants needed to synthesize it. The reactants are: [NH2:1][C:2]1[CH:44]=[CH:43][C:5]([C:6]([NH:8][CH:9]2[CH2:14][CH:13]([NH:15][C:16]3[N:21]=[C:20]([C:22]4[C:30]5[C:25](=[CH:26][CH:27]=[CH:28][CH:29]=5)[N:24](S(C5C=CC=CC=5)(=O)=O)[CH:23]=4)[C:19]([Cl:40])=[CH:18][N:17]=3)[CH2:12][C:11]([F:42])([F:41])[CH2:10]2)=[O:7])=[CH:4][CH:3]=1.C(O)(C(F)(F)F)=O.[OH-].[Na+].O. (4) Given the product [CH2:1]([O:3][C:4]([C:5]1[C:6]([CH3:16])=[C:7]([C:9]2[CH:14]=[CH:13][CH:12]=[C:11]([Br:15])[CH:10]=2)[NH:42][N:41]=1)=[O:18])[CH3:2], predict the reactants needed to synthesize it. The reactants are: [CH2:1]([O:3][C:4](=[O:18])[C:5](=O)[CH:6]([CH3:16])[C:7]([C:9]1[CH:14]=[CH:13][CH:12]=[C:11]([Br:15])[CH:10]=1)=O)[CH3:2].BrC1C=C(C(=O)CC)C=CC=1.C(OCC)(=O)C(OCC)=O.O.[NH2:41][NH2:42]. (5) Given the product [C:16]([O:20][C:21]([N:23]1[CH2:28][CH2:27][N:26]([C:2]2[C:12]([N+:13]([O-:15])=[O:14])=[CH:11][CH:10]=[CH:9][C:3]=2[C:4]([O:6][CH3:7])=[O:5])[CH2:25][CH2:24]1)=[O:22])([CH3:19])([CH3:17])[CH3:18], predict the reactants needed to synthesize it. The reactants are: Br[C:2]1[C:12]([N+:13]([O-:15])=[O:14])=[CH:11][CH:10]=[CH:9][C:3]=1[C:4]([O:6][CH2:7]C)=[O:5].[C:16]([O:20][C:21]([N:23]1[CH2:28][CH2:27][NH:26][CH2:25][CH2:24]1)=[O:22])([CH3:19])([CH3:18])[CH3:17].C([O-])([O-])=O.[Na+].[Na+]. (6) Given the product [Br:1][C:2]1[CH:3]=[CH:4][C:5]([NH:8][CH2:9][CH2:10][O:11][Si:29]([C:26]([CH3:28])([CH3:27])[CH3:25])([CH3:31])[CH3:30])=[N:6][CH:7]=1, predict the reactants needed to synthesize it. The reactants are: [Br:1][C:2]1[CH:3]=[CH:4][C:5]([NH:8][CH2:9][CH2:10][OH:11])=[N:6][CH:7]=1.N1C=CN=C1.C([Si](C)(C)Cl)CCC.[CH3:25][C:26]([Si:29](Cl)([CH3:31])[CH3:30])([CH3:28])[CH3:27]. (7) Given the product [C:1]([O:5][C:6]([N:8]1[C:12]2[CH:13]=[CH:14][CH:15]=[C:16]([CH2:17][Br:18])[C:11]=2[N:10]=[CH:9]1)=[O:7])([CH3:4])([CH3:3])[CH3:2], predict the reactants needed to synthesize it. The reactants are: [C:1]([O:5][C:6]([N:8]1[C:12]2[CH:13]=[CH:14][CH:15]=[C:16]([CH3:17])[C:11]=2[N:10]=[CH:9]1)=[O:7])([CH3:4])([CH3:3])[CH3:2].[Br:18]N1C(=O)CCC1=O.N(C(C)(C)C#N)=NC(C)(C)C#N.